Dataset: Full USPTO retrosynthesis dataset with 1.9M reactions from patents (1976-2016). Task: Predict the reactants needed to synthesize the given product. Given the product [CH:1]1([N:4]2[C:13]3[C:8](=[C:9]([F:17])[C:10]([F:16])=[C:11]([NH:33][CH2:32][CH2:31][NH:30][C:25]4[CH:26]=[CH:27][CH:28]=[CH:29][N:24]=4)[C:12]=3[F:14])[C:7](=[O:18])[CH:6]=[C:5]2[C:19]([O:21][CH2:22][CH3:23])=[O:20])[CH2:2][CH2:3]1, predict the reactants needed to synthesize it. The reactants are: [CH:1]1([N:4]2[C:13]3[C:8](=[C:9]([F:17])[C:10]([F:16])=[C:11](F)[C:12]=3[F:14])[C:7](=[O:18])[CH:6]=[C:5]2[C:19]([O:21][CH2:22][CH3:23])=[O:20])[CH2:3][CH2:2]1.[N:24]1[CH:29]=[CH:28][CH:27]=[CH:26][C:25]=1[NH:30][CH2:31][CH2:32][NH2:33].C(N(CC)CC)C.